From a dataset of Peptide-MHC class I binding affinity with 185,985 pairs from IEDB/IMGT. Regression. Given a peptide amino acid sequence and an MHC pseudo amino acid sequence, predict their binding affinity value. This is MHC class I binding data. (1) The peptide sequence is IFLIITKVF. The MHC is HLA-A01:01 with pseudo-sequence HLA-A01:01. The binding affinity (normalized) is 0.0847. (2) The peptide sequence is NETPGIRY. The MHC is Mamu-A11 with pseudo-sequence Mamu-A11. The binding affinity (normalized) is 0.